This data is from Drug-target binding data from BindingDB using Ki measurements. The task is: Regression. Given a target protein amino acid sequence and a drug SMILES string, predict the binding affinity score between them. We predict pKi (pKi = -log10(Ki in M); higher means stronger inhibition). Dataset: bindingdb_ki. The small molecule is CO[C@@]1(NC(=O)Cc2cccs2)C(=O)N2C(C(=O)O)=C(COC(N)=O)CS[C@@H]21. The target protein sequence is LFIFNTSIYAGNTPKDQEIKKLVDQNFKPLLEKYDVPGMAVGVIQNNKKYEMYYGLQSVQDKKAVNSSTIFELGSVSKLFTATAGAYAKNKGKISFDDTPGKYWKELKNTPIDQVNLLQLATYTSGNLALQFPDEVQTDQQVLTFFKDWKPKNPIGEYRQYSNPSIGLFGKVVALSMNKPFDQVLEKIIFPALGLKHSYVNVAKTQMQNYAFGYNQENQPIRVNPGPLDAPAYGVKSTLPDMLSFIHANLNPQKYPADIQRAINETHQGRYQVNTMYQALGWEEFSYPATLQTLLDSNSEQIVMKPNKVTAISKEPSVKMYHKTGSTNGFGTYVVFIPKENIGLVMLTNKRIPNEERIK. The pKi is 7.0.